From a dataset of Reaction yield outcomes from USPTO patents with 853,638 reactions. Predict the reaction yield, written as a fraction of the theoretical maximum amount of product (1.0 means a 100% yield; for example, 0.34 means a 34% yield). (1) The reactants are [Br:1][C:2]1[CH:7]=[CH:6][C:5]([NH:8][C:9]2[C:10]([C:20]([OH:22])=O)=[CH:11][C:12]3[N:16](C)[CH:15]=[N:14][C:13]=3[C:18]=2[F:19])=[C:4]([Cl:23])[CH:3]=1.C1C=CC2N(O)N=[N:30][C:28]=2C=1.C(N(CC)CC)C.CN.CCN=C=NCCCN(C)C. The catalyst is CN(C)C=O.C(OCC)(=O)C.O. The product is [CH3:28][NH:30][C:20]([C:10]1[C:9]([NH:8][C:5]2[CH:6]=[CH:7][C:2]([Br:1])=[CH:3][C:4]=2[Cl:23])=[C:18]([F:19])[C:13]2[N:14]=[CH:15][NH:16][C:12]=2[CH:11]=1)=[O:22]. The yield is 0.420. (2) The reactants are [NH2:1][C@@H:2]1[C:11]2[C:6](=[CH:7][CH:8]=[CH:9][CH:10]=2)[C@H:5]([O:12][C:13]2[CH:14]=[CH:15][C:16]3[N:17]([C:19]([N:22]([CH3:24])[CH3:23])=[N:20][N:21]=3)[CH:18]=2)[CH2:4][CH2:3]1.ClC(Cl)(Cl)C[O:28][C:29](=O)[NH:30][C:31]1[N:32]([C:40]2[CH:45]=[CH:44][C:43]([CH3:46])=[CH:42][CH:41]=2)[N:33]=[C:34]([C:36]([CH3:39])([CH3:38])[CH3:37])[CH:35]=1.CCN(C(C)C)C(C)C.N. The catalyst is CN(C=O)C.CO.C(Cl)Cl. The product is [C:36]([C:34]1[CH:35]=[C:31]([NH:30][C:29]([NH:1][C@@H:2]2[C:11]3[C:6](=[CH:7][CH:8]=[CH:9][CH:10]=3)[C@H:5]([O:12][C:13]3[CH:14]=[CH:15][C:16]4[N:17]([C:19]([N:22]([CH3:24])[CH3:23])=[N:20][N:21]=4)[CH:18]=3)[CH2:4][CH2:3]2)=[O:28])[N:32]([C:40]2[CH:45]=[CH:44][C:43]([CH3:46])=[CH:42][CH:41]=2)[N:33]=1)([CH3:39])([CH3:37])[CH3:38]. The yield is 0.520. (3) The reactants are [Cl:1][C:2]1[CH:7]=[C:6]([Cl:8])[CH:5]=[CH:4][C:3]=1[S:9]([NH:12][CH2:13][CH2:14][CH2:15][CH2:16][N:17]([C:21]([NH:23][CH:24]1[CH2:29][CH2:28][CH2:27][CH2:26][CH2:25]1)=[O:22])[CH2:18][CH2:19][OH:20])(=[O:11])=[O:10].[C:30]1([N:36]=[C:37]=[O:38])[CH:35]=[CH:34][CH:33]=[CH:32][CH:31]=1. The catalyst is C(Cl)Cl. The product is [C:30]1([NH:36][C:37](=[O:38])[O:20][CH2:19][CH2:18][N:17]([C:21]([NH:23][CH:24]2[CH2:25][CH2:26][CH2:27][CH2:28][CH2:29]2)=[O:22])[CH2:16][CH2:15][CH2:14][CH2:13][NH:12][S:9]([C:3]2[CH:4]=[CH:5][C:6]([Cl:8])=[CH:7][C:2]=2[Cl:1])(=[O:11])=[O:10])[CH:35]=[CH:34][CH:33]=[CH:32][CH:31]=1. The yield is 0.600. (4) The reactants are [Br:1][C:2]1[CH:7]=[CH:6][C:5]([NH:8][C:9]2[C:17](C(O)=O)=[C:16]3[N:12]([CH2:13][CH2:14][CH2:15]3)[C:11](=[O:21])[C:10]=2[CH3:22])=[C:4]([F:23])[CH:3]=1.C1C=CC(P(N=[N+]=[N-])(C2C=CC=CC=2)=O)=CC=1.C[N:42]([CH:44]=[O:45])C. No catalyst specified. The product is [Br:1][C:2]1[CH:7]=[CH:6][C:5]([N:8]2[C:9]3[C:17](=[C:16]4[N:12]([C:11](=[O:21])[C:10]=3[CH3:22])[CH2:13][CH2:14][CH2:15]4)[NH:42][C:44]2=[O:45])=[C:4]([F:23])[CH:3]=1. The yield is 0.800.